The task is: Predict the product of the given reaction.. This data is from Forward reaction prediction with 1.9M reactions from USPTO patents (1976-2016). (1) Given the reactants N12CCCN=C1CCCCC2.Cl.[NH2:13][CH2:14][C:15]1[CH:23]=[CH:22][CH:21]=[C:20]2[C:16]=1[C:17](=[O:33])[N:18]([CH:25]1[CH2:30][CH2:29][C:28](=[O:31])[NH:27][C:26]1=[O:32])[C:19]2=[O:24].ON1C2C=CC=CC=2N=N1.[C:44]([NH:51][CH2:52][CH2:53][C:54](O)=[O:55])([O:46][C:47]([CH3:50])([CH3:49])[CH3:48])=[O:45].Cl.CN(C)CCCN=C=NCC.CCC1(C2C=CC=CC=2)C(=O)NC(=O)NC1=O, predict the reaction product. The product is: [C:47]([O:46][C:44]([NH:51][CH2:52][CH2:53][C:54]([NH:13][CH2:14][C:15]1[CH:23]=[CH:22][CH:21]=[C:20]2[C:16]=1[C:17](=[O:33])[N:18]([CH:25]1[CH2:30][CH2:29][C:28](=[O:31])[NH:27][C:26]1=[O:32])[C:19]2=[O:24])=[O:55])=[O:45])([CH3:50])([CH3:49])[CH3:48]. (2) Given the reactants Br[C:2]1[CH:3]=[CH:4][C:5]([NH:8][C:9](=[O:28])[C:10]2[CH:15]=[C:14]([O:16][CH2:17][CH2:18][C:19]3[CH:23]=[CH:22][S:21][CH:20]=3)[CH:13]=[C:12]([O:24][CH:25]([CH3:27])[CH3:26])[CH:11]=2)=[N:6][CH:7]=1.[CH2:29]([O:31][PH:32]([CH3:34])=[O:33])[CH3:30].CCN(CC)CC, predict the reaction product. The product is: [CH2:29]([O:31][P:32]([C:2]1[CH:7]=[N:6][C:5]([NH:8][C:9](=[O:28])[C:10]2[CH:15]=[C:14]([O:16][CH2:17][CH2:18][C:19]3[CH:23]=[CH:22][S:21][CH:20]=3)[CH:13]=[C:12]([O:24][CH:25]([CH3:27])[CH3:26])[CH:11]=2)=[CH:4][CH:3]=1)([CH3:34])=[O:33])[CH3:30]. (3) Given the reactants [Br:1][C:2]1[C:3]([CH3:9])=[CH:4][C:5]([OH:8])=[N:6][CH:7]=1.[O:10]1[CH2:15][CH2:14][CH:13](O)[CH2:12][CH2:11]1, predict the reaction product. The product is: [Br:1][C:2]1[C:3]([CH3:9])=[CH:4][C:5]([O:8][CH:13]2[CH2:14][CH2:15][O:10][CH2:11][CH2:12]2)=[N:6][CH:7]=1. (4) Given the reactants FC(F)(F)C(O)=O.[CH3:8][N:9]([CH3:36])[C:10]1[CH:15]=[CH:14][C:13]([NH:16][C:17]2[CH:29]=[C:28]([C:30]3[CH:35]=[CH:34][CH:33]=[CH:32][CH:31]=3)[CH:27]=[CH:26][C:18]=2[C:19]([O:21]C(C)(C)C)=[O:20])=[CH:12][CH:11]=1, predict the reaction product. The product is: [CH3:8][N:9]([CH3:36])[C:10]1[CH:11]=[CH:12][C:13]([NH:16][C:17]2[CH:29]=[C:28]([C:30]3[CH:35]=[CH:34][CH:33]=[CH:32][CH:31]=3)[CH:27]=[CH:26][C:18]=2[C:19]([OH:21])=[O:20])=[CH:14][CH:15]=1. (5) Given the reactants [O:1]1[CH:10]2[C:5]([CH2:6][CH2:7][CH2:8][CH2:9]2)=[CH:4][CH2:3][CH2:2]1.C1C=C(Cl)C=C(C(OO)=[O:19])C=1, predict the reaction product. The product is: [O:19]1[C@@:5]23[CH:10]([CH2:9][CH2:8][CH2:7][CH2:6]2)[O:1][CH2:2][CH2:3][C@H:4]13.